Dataset: Full USPTO retrosynthesis dataset with 1.9M reactions from patents (1976-2016). Task: Predict the reactants needed to synthesize the given product. (1) Given the product [Si:19]([O:18][CH:16]([C:12]1[CH:13]=[C:14]([Cl:15])[C:9]([OH:8])=[C:10]([Cl:26])[CH:11]=1)[CH3:17])([C:22]([CH3:25])([CH3:23])[CH3:24])([CH3:21])[CH3:20], predict the reactants needed to synthesize it. The reactants are: [Si]([O:8][C:9]1[C:14]([Cl:15])=[CH:13][C:12]([CH:16]([O:18][Si:19]([C:22]([CH3:25])([CH3:24])[CH3:23])([CH3:21])[CH3:20])[CH3:17])=[CH:11][C:10]=1[Cl:26])(C(C)(C)C)(C)C.C([O-])([O-])=O.[Cs+].[Cs+].CCOCC. (2) Given the product [CH2:19]1[N:24]2[C:25]3[CH:31]=[CH:30][C:29]([CH2:32][O:33][C:39](=[O:48])[NH:36][C:10]4[S:9][C:8]([C:5]5[CH:6]=[CH:7][C:2]([Cl:1])=[CH:3][C:4]=5[O:17][CH3:18])=[N:12][C:11]=4[CH3:13])=[CH:28][C:26]=3[N:27]=[C:23]2[CH2:22][CH2:21][CH2:20]1, predict the reactants needed to synthesize it. The reactants are: [Cl:1][C:2]1[CH:7]=[CH:6][C:5]([C:8]2[S:9][C:10](C(O)=O)=[C:11]([CH3:13])[N:12]=2)=[C:4]([O:17][CH3:18])[CH:3]=1.[CH2:19]1[N:24]2[C:25]3[CH:31]=[CH:30][C:29]([CH2:32][OH:33])=[CH:28][C:26]=3[N:27]=[C:23]2[CH2:22][CH2:21][CH2:20]1.C([N:36]([CH2:39]C)CC)C.C1(P(N=[N+]=[N-])(C2C=CC=CC=2)=[O:48])C=CC=CC=1. (3) Given the product [F:24][C:25]1[CH:26]=[C:27]([CH:31]=[CH:32][C:33]=1[F:34])[C:28]([NH:1][CH2:2][CH2:3][CH2:4][CH2:5][N:6]1[CH2:7][CH2:8][CH:9]([C:12]2[CH:17]=[CH:16][CH:15]=[C:14]([NH:18][C:19](=[O:23])[CH:20]([CH3:21])[CH3:22])[CH:13]=2)[CH2:10][CH2:11]1)=[O:29], predict the reactants needed to synthesize it. The reactants are: [NH2:1][CH2:2][CH2:3][CH2:4][CH2:5][N:6]1[CH2:11][CH2:10][CH:9]([C:12]2[CH:13]=[C:14]([NH:18][C:19](=[O:23])[CH:20]([CH3:22])[CH3:21])[CH:15]=[CH:16][CH:17]=2)[CH2:8][CH2:7]1.[F:24][C:25]1[CH:26]=[C:27]([CH:31]=[CH:32][C:33]=1[F:34])[C:28](Cl)=[O:29]. (4) Given the product [Br:1][C:2]1[CH:3]=[C:4]([CH:7]=[CH:8][C:9]=1[F:10])[CH2:5][N:15]1[CH2:20][CH2:19][O:18][CH2:17][CH2:16]1, predict the reactants needed to synthesize it. The reactants are: [Br:1][C:2]1[CH:3]=[C:4]([CH:7]=[CH:8][C:9]=1[F:10])[CH:5]=O.C(O)(=O)C.[NH:15]1[CH2:20][CH2:19][O:18][CH2:17][CH2:16]1.C(O[BH-](OC(=O)C)OC(=O)C)(=O)C.[Na+]. (5) Given the product [C:47]1([CH3:56])[C:48]([C:53]([N:9]([CH2:8][C:7](=[O:33])[CH2:6][N:5]2[C:4](=[O:34])[C:3]3=[CH:35][CH:36]=[CH:37][CH:38]=[C:2]3[C:1]2=[O:39])[C@@H:10]([C:14]2[N:23]([CH2:24][C:25]3[CH:26]=[CH:27][CH:28]=[CH:29][CH:30]=3)[C:22](=[O:31])[C:21]3[C:16](=[CH:17][C:18]([Cl:32])=[CH:19][CH:20]=3)[N:15]=2)[CH:11]([CH3:13])[CH3:12])=[O:54])=[CH:49][CH:50]=[CH:51][CH:52]=1, predict the reactants needed to synthesize it. The reactants are: [C:1]1(=[O:39])[N:5]([CH2:6][C:7](=[O:33])[CH2:8][NH:9][C@@H:10]([C:14]2[N:23]([CH2:24][C:25]3[CH:30]=[CH:29][CH:28]=[CH:27][CH:26]=3)[C:22](=[O:31])[C:21]3[C:16](=[CH:17][C:18]([Cl:32])=[CH:19][CH:20]=3)[N:15]=2)[CH:11]([CH3:13])[CH3:12])[C:4](=[O:34])[C:3]2=[CH:35][CH:36]=[CH:37][CH:38]=[C:2]12.CCN(CC)CC.[C:47]1([CH3:56])[C:48]([C:53](Cl)=[O:54])=[CH:49][CH:50]=[CH:51][CH:52]=1.